This data is from Merck oncology drug combination screen with 23,052 pairs across 39 cell lines. The task is: Regression. Given two drug SMILES strings and cell line genomic features, predict the synergy score measuring deviation from expected non-interaction effect. (1) Drug 1: N#Cc1ccc(Cn2cncc2CN2CCN(c3cccc(Cl)c3)C(=O)C2)cc1. Drug 2: COC1CC2CCC(C)C(O)(O2)C(=O)C(=O)N2CCCCC2C(=O)OC(C(C)CC2CCC(OP(C)(C)=O)C(OC)C2)CC(=O)C(C)C=C(C)C(O)C(OC)C(=O)C(C)CC(C)C=CC=CC=C1C. Cell line: VCAP. Synergy scores: synergy=52.0. (2) Drug 1: COC1=C2CC(C)CC(OC)C(O)C(C)C=C(C)C(OC(N)=O)C(OC)C=CC=C(C)C(=O)NC(=CC1=O)C2=O. Drug 2: Cn1cc(-c2cnn3c(N)c(Br)c(C4CCCNC4)nc23)cn1. Cell line: UACC62. Synergy scores: synergy=5.93. (3) Drug 1: C=CCn1c(=O)c2cnc(Nc3ccc(N4CCN(C)CC4)cc3)nc2n1-c1cccc(C(C)(C)O)n1. Drug 2: Cn1cc(-c2cnn3c(N)c(Br)c(C4CCCNC4)nc23)cn1. Cell line: NCIH520. Synergy scores: synergy=40.8. (4) Drug 1: NC(=O)c1cccc2cn(-c3ccc(C4CCCNC4)cc3)nc12. Drug 2: Cn1c(=O)n(-c2ccc(C(C)(C)C#N)cc2)c2c3cc(-c4cnc5ccccc5c4)ccc3ncc21. Cell line: EFM192B. Synergy scores: synergy=9.31. (5) Drug 1: CN(C)C(=N)N=C(N)N. Drug 2: CS(=O)(=O)CCNCc1ccc(-c2ccc3ncnc(Nc4ccc(OCc5cccc(F)c5)c(Cl)c4)c3c2)o1. Cell line: UWB1289. Synergy scores: synergy=9.55. (6) Synergy scores: synergy=11.4. Cell line: VCAP. Drug 1: Cc1nc(Nc2ncc(C(=O)Nc3c(C)cccc3Cl)s2)cc(N2CCN(CCO)CC2)n1. Drug 2: CNC(=O)c1cc(Oc2ccc(NC(=O)Nc3ccc(Cl)c(C(F)(F)F)c3)cc2)ccn1. (7) Drug 1: CCC1=CC2CN(C1)Cc1c([nH]c3ccccc13)C(C(=O)OC)(c1cc3c(cc1OC)N(C)C1C(O)(C(=O)OC)C(OC(C)=O)C4(CC)C=CCN5CCC31C54)C2. Drug 2: Cn1c(=O)n(-c2ccc(C(C)(C)C#N)cc2)c2c3cc(-c4cnc5ccccc5c4)ccc3ncc21. Cell line: LOVO. Synergy scores: synergy=15.0. (8) Drug 1: C=CCn1c(=O)c2cnc(Nc3ccc(N4CCN(C)CC4)cc3)nc2n1-c1cccc(C(C)(C)O)n1. Drug 2: Cn1c(=O)n(-c2ccc(C(C)(C)C#N)cc2)c2c3cc(-c4cnc5ccccc5c4)ccc3ncc21. Cell line: SW620. Synergy scores: synergy=18.5. (9) Drug 1: CCC1(O)C(=O)OCc2c1cc1n(c2=O)Cc2cc3c(CN(C)C)c(O)ccc3nc2-1. Drug 2: Cn1c(=O)n(-c2ccc(C(C)(C)C#N)cc2)c2c3cc(-c4cnc5ccccc5c4)ccc3ncc21. Cell line: KPL1. Synergy scores: synergy=35.6. (10) Drug 1: O=C(CCCCCCC(=O)Nc1ccccc1)NO. Drug 2: CCC1(O)C(=O)OCc2c1cc1n(c2=O)Cc2cc3c(CN(C)C)c(O)ccc3nc2-1. Cell line: LOVO. Synergy scores: synergy=7.67.